This data is from Peptide-MHC class I binding affinity with 185,985 pairs from IEDB/IMGT. The task is: Regression. Given a peptide amino acid sequence and an MHC pseudo amino acid sequence, predict their binding affinity value. This is MHC class I binding data. (1) The peptide sequence is WSDLNTTDF. The MHC is HLA-A01:01 with pseudo-sequence HLA-A01:01. The binding affinity (normalized) is 0.533. (2) The peptide sequence is SEGDDDGSR. The MHC is HLA-B35:01 with pseudo-sequence HLA-B35:01. The binding affinity (normalized) is 0.0847. (3) The peptide sequence is MGYIYNRM. The MHC is H-2-Kb with pseudo-sequence H-2-Kb. The binding affinity (normalized) is 1.00. (4) The peptide sequence is KVCGAPPCVI. The MHC is Patr-B0101 with pseudo-sequence Patr-B0101. The binding affinity (normalized) is 0.546. (5) The peptide sequence is CTLEGVWAPF. The MHC is HLA-A30:01 with pseudo-sequence HLA-A30:01. The binding affinity (normalized) is 0.182. (6) The peptide sequence is TYLQSLASL. The MHC is HLA-B18:01 with pseudo-sequence HLA-B18:01. The binding affinity (normalized) is 0.213. (7) The peptide sequence is KEKGGLEGL. The MHC is HLA-B27:05 with pseudo-sequence HLA-B27:05. The binding affinity (normalized) is 0. (8) The peptide sequence is SLCPTKKLV. The MHC is HLA-A02:06 with pseudo-sequence HLA-A02:06. The binding affinity (normalized) is 0.133.